From a dataset of Forward reaction prediction with 1.9M reactions from USPTO patents (1976-2016). Predict the product of the given reaction. Given the reactants [NH2:1][N:2]1[N:11]=[C:10]([C:12]2[CH:17]=[CH:16][C:15]([CH3:18])=[CH:14][C:13]=2[CH3:19])[C:9]2[C:4](=[CH:5][CH:6]=[CH:7][CH:8]=2)[C:3]1=[O:20].[F:21][C:22]1[CH:23]=[C:24]([CH2:29][C:30](O)=[O:31])[CH:25]=[C:26]([F:28])[CH:27]=1, predict the reaction product. The product is: [F:21][C:22]1[CH:23]=[C:24]([CH2:29][C:30]([NH:1][N:2]2[N:11]=[C:10]([C:12]3[CH:17]=[CH:16][C:15]([CH3:18])=[CH:14][C:13]=3[CH3:19])[C:9]3[C:4](=[CH:5][CH:6]=[CH:7][CH:8]=3)[C:3]2=[O:20])=[O:31])[CH:25]=[C:26]([F:28])[CH:27]=1.